Dataset: NCI-60 drug combinations with 297,098 pairs across 59 cell lines. Task: Regression. Given two drug SMILES strings and cell line genomic features, predict the synergy score measuring deviation from expected non-interaction effect. Drug 1: CC1=C(C=C(C=C1)C(=O)NC2=CC(=CC(=C2)C(F)(F)F)N3C=C(N=C3)C)NC4=NC=CC(=N4)C5=CN=CC=C5. Drug 2: CC1=C(C(=O)C2=C(C1=O)N3CC4C(C3(C2COC(=O)N)OC)N4)N. Cell line: SK-OV-3. Synergy scores: CSS=11.4, Synergy_ZIP=-6.68, Synergy_Bliss=-0.689, Synergy_Loewe=-21.0, Synergy_HSA=-0.303.